Dataset: Forward reaction prediction with 1.9M reactions from USPTO patents (1976-2016). Task: Predict the product of the given reaction. (1) Given the reactants [CH2:1]([C:3]1[C:4]([C:23]([C:25]2[N:29](COCC[Si](C)(C)C)[C:28]3[CH:38]=[CH:39][C:40]([C:42]#[N:43])=[CH:41][C:27]=3[N:26]=2)=[CH2:24])=[C:5]2[C:9](=[C:10]([CH3:12])[CH:11]=1)[N:8]([S:13]([C:16]1[CH:22]=[CH:21][C:19]([CH3:20])=[CH:18][CH:17]=1)(=[O:15])=[O:14])[CH:7]=[CH:6]2)[CH3:2].C(C1C(C(C2N(COCC[Si](C)(C)C)C3C=C(C#N)C=CC=3N=2)=C)=C2C(=C(C)C=1)N(S(C1C=CC(C)=CC=1)(=O)=O)C=C2)C, predict the reaction product. The product is: [CH2:1]([C:3]1[C:4]([C:23]([C:25]2[NH:29][C:28]3[CH:38]=[CH:39][C:40]([C:42]#[N:43])=[CH:41][C:27]=3[N:26]=2)=[CH2:24])=[C:5]2[C:9](=[C:10]([CH3:12])[CH:11]=1)[N:8]([S:13]([C:16]1[CH:22]=[CH:21][C:19]([CH3:20])=[CH:18][CH:17]=1)(=[O:15])=[O:14])[CH:7]=[CH:6]2)[CH3:2]. (2) Given the reactants C(OC([NH:8][CH2:9][C:10]1[CH:11]=[C:12]([C:16]2[CH:21]=[C:20](Cl)[CH:19]=[C:18]([CH2:23][O:24][C:25]3[CH:30]=[CH:29][CH:28]=[CH:27][C:26]=3[CH2:31][C:32]([O:34]C(C)(C)C)=[O:33])[CH:17]=2)[CH:13]=[CH:14][CH:15]=1)=O)(C)(C)C.[CH:39]1([CH2:42][NH2:43])[CH2:41][CH2:40]1.C([O-])([O-])=O.[Cs+].[Cs+].C(O)(C(F)(F)F)=O, predict the reaction product. The product is: [NH2:8][CH2:9][C:10]1[CH:11]=[C:12]([C:16]2[CH:21]=[C:20]([NH:43][CH2:42][CH:39]3[CH2:41][CH2:40]3)[CH:19]=[C:18]([CH2:23][O:24][C:25]3[CH:30]=[CH:29][CH:28]=[CH:27][C:26]=3[CH2:31][C:32]([OH:34])=[O:33])[CH:17]=2)[CH:13]=[CH:14][CH:15]=1. (3) Given the reactants [O:1]=[C:2]1[C:10]2[C:5](=[CH:6][CH:7]=[CH:8][CH:9]=2)[C:4](=[O:11])[N:3]1[CH:12]([CH2:16][CH:17]=[CH2:18])[C:13]([OH:15])=O.P(Cl)(Cl)(Cl)(Cl)Cl.[CH3:25][O:26][C:27]([CH:29]1[CH2:33][CH2:32][N:31]([C:34]([O:36][CH2:37][C:38]2[CH:43]=[CH:42][CH:41]=[CH:40][CH:39]=2)=[O:35])[NH:30]1)=[O:28].C(=O)(O)[O-].[Na+], predict the reaction product. The product is: [CH3:25][O:26][C:27]([CH:29]1[CH2:33][CH2:32][N:31]([C:34]([O:36][CH2:37][C:38]2[CH:43]=[CH:42][CH:41]=[CH:40][CH:39]=2)=[O:35])[N:30]1[C:13](=[O:15])[CH:12]([N:3]1[C:4](=[O:11])[C:5]2[C:10](=[CH:9][CH:8]=[CH:7][CH:6]=2)[C:2]1=[O:1])[CH2:16][CH:17]=[CH2:18])=[O:28]. (4) Given the reactants [CH2:1]([N:4]1[CH:9]=[C:8]([C:10]2[CH:15]=[CH:14][C:13]([S:16]([NH:19][C:20]3[C:29]([F:30])=[CH:28][C:23]([C:24]([O:26]C)=[O:25])=[C:22]([F:31])[CH:21]=3)(=[O:18])=[O:17])=[CH:12][CH:11]=2)[CH:7]=[N:6][C:5]1=[O:32])[CH:2]=[CH2:3].[OH-].[Li+].Cl, predict the reaction product. The product is: [CH2:1]([N:4]1[CH:9]=[C:8]([C:10]2[CH:15]=[CH:14][C:13]([S:16]([NH:19][C:20]3[C:29]([F:30])=[CH:28][C:23]([C:24]([OH:26])=[O:25])=[C:22]([F:31])[CH:21]=3)(=[O:18])=[O:17])=[CH:12][CH:11]=2)[CH:7]=[N:6][C:5]1=[O:32])[CH:2]=[CH2:3]. (5) Given the reactants Cl.[N+:2]([C:5]1[CH:6]=[C:7]([CH:15]=[CH:16][CH:17]=1)[O:8][CH:9]1[CH2:14][CH2:13][NH:12][CH2:11][CH2:10]1)([O-:4])=[O:3].C(N(CC)CC)C.Br[CH2:26][C:27]1[CH:32]=[CH:31][C:30]([C:33]([OH:42])([C:38]([F:41])([F:40])[F:39])[C:34]([F:37])([F:36])[F:35])=[CH:29][CH:28]=1, predict the reaction product. The product is: [F:35][C:34]([F:36])([F:37])[C:33]([C:30]1[CH:31]=[CH:32][C:27]([CH2:26][N:12]2[CH2:11][CH2:10][CH:9]([O:8][C:7]3[CH:15]=[CH:16][CH:17]=[C:5]([N+:2]([O-:4])=[O:3])[CH:6]=3)[CH2:14][CH2:13]2)=[CH:28][CH:29]=1)([OH:42])[C:38]([F:39])([F:41])[F:40]. (6) Given the reactants [CH2:1]([O:3][CH2:4][CH2:5][CH2:6][C@H:7]1[CH2:16][CH2:15][C:14]2[CH:13]=[C:12]([C@H:17]3[CH2:26][CH2:25][C@@:19]4([NH:23]C(=O)[O:21][CH2:20]4)[CH2:18]3)[CH:11]=[CH:10][C:9]=2[CH2:8]1)[CH3:2].[OH-].[Na+].C(O)(C(F)(F)F)=O, predict the reaction product. The product is: [NH2:23][C@:19]1([CH2:20][OH:21])[CH2:25][CH2:26][C@H:17]([C:12]2[CH:11]=[CH:10][C:9]3[CH2:8][C@@H:7]([CH2:6][CH2:5][CH2:4][O:3][CH2:1][CH3:2])[CH2:16][CH2:15][C:14]=3[CH:13]=2)[CH2:18]1. (7) Given the reactants [O:1]1[CH2:6][CH2:5][N:4]([CH2:7][C:8]2[CH:9]=[C:10]3[N:16]=[C:15]([C:17]4[CH:23]=[CH:22][CH:21]=[CH:20][C:18]=4[NH2:19])[S:14][C:11]3=[N:12][CH:13]=2)[CH2:3][CH2:2]1.[CH3:24][C:25]1[O:29][C:28]([C:30]2[CH:35]=[CH:34][CH:33]=[CH:32][CH:31]=2)=[N:27][C:26]=1[C:36](O)=[O:37], predict the reaction product. The product is: [CH3:24][C:25]1[O:29][C:28]([C:30]2[CH:35]=[CH:34][CH:33]=[CH:32][CH:31]=2)=[N:27][C:26]=1[C:36]([NH:19][C:18]1[CH:20]=[CH:21][CH:22]=[CH:23][C:17]=1[C:15]1[S:14][C:11]2[C:10]([N:16]=1)=[CH:9][C:8]([CH2:7][N:4]1[CH2:5][CH2:6][O:1][CH2:2][CH2:3]1)=[CH:13][N:12]=2)=[O:37]. (8) Given the reactants Br[C:2]1[CH:3]=[N:4][CH:5]=[CH:6][CH:7]=1.CCCCCC.[Li]CCCC.[C:19]([C:27]1[CH:32]=[CH:31][CH:30]=[CH:29][CH:28]=1)(=[O:26])[C:20]1[CH:25]=[CH:24][CH:23]=[CH:22][CH:21]=1, predict the reaction product. The product is: [C:27]1([C:19]([C:20]2[CH:21]=[CH:22][CH:23]=[CH:24][CH:25]=2)([C:2]2[CH:3]=[N:4][CH:5]=[CH:6][CH:7]=2)[OH:26])[CH:28]=[CH:29][CH:30]=[CH:31][CH:32]=1. (9) Given the reactants [F:1][C:2]([F:26])([F:25])[C@@H:3]([CH3:24])[O:4][C:5]1[CH:10]=[CH:9][C:8]([N:11]2[CH2:22][CH2:21][C:13]3([CH2:20][CH2:19][C:16]4([O:18][CH2:17]4)[CH2:15][CH2:14]3)[C:12]2=[O:23])=[CH:7][CH:6]=1.CC1C=CC(S(O)(=O)=O)=CC=1, predict the reaction product. The product is: [O:23]=[C:12]1[C:13]2([CH2:14][CH2:15][CH:16]([CH:17]=[O:18])[CH2:19][CH2:20]2)[CH2:21][CH2:22][N:11]1[C:8]1[CH:7]=[CH:6][C:5]([O:4][C@H:3]([CH3:24])[C:2]([F:25])([F:1])[F:26])=[CH:10][CH:9]=1. (10) Given the reactants [CH3:1][CH:2]([CH3:30])[C@@H:3]([NH:8][S:9]([C:12]1[CH:29]=[CH:28][C:15]2[S:16][C:17]3[CH:22]=[C:21]([C:23]4[S:24][CH:25]=[CH:26][N:27]=4)[CH:20]=[CH:19][C:18]=3[C:14]=2[CH:13]=1)(=[O:11])=[O:10])[C:4]([O:6]C)=[O:5].[Li+].[OH-].O, predict the reaction product. The product is: [CH3:1][CH:2]([CH3:30])[C@@H:3]([NH:8][S:9]([C:12]1[CH:29]=[CH:28][C:15]2[S:16][C:17]3[CH:22]=[C:21]([C:23]4[S:24][CH:25]=[CH:26][N:27]=4)[CH:20]=[CH:19][C:18]=3[C:14]=2[CH:13]=1)(=[O:11])=[O:10])[C:4]([OH:6])=[O:5].